Predict the product of the given reaction. From a dataset of Forward reaction prediction with 1.9M reactions from USPTO patents (1976-2016). (1) Given the reactants [CH2:1]([C:3]1[CH:8]=[CH:7][C:6]([C:9]2[CH:14]=[CH:13][C:12]([C:15]3[Se:16][C:17]([CH:20]=[CH2:21])=[CH:18][CH:19]=3)=[C:11]([F:22])[CH:10]=2)=[CH:5][CH:4]=1)[CH3:2], predict the reaction product. The product is: [CH2:20]([C:17]1[Se:16][C:15]([C:12]2[CH:13]=[CH:14][C:9]([C:6]3[CH:7]=[CH:8][C:3]([CH2:1][CH3:2])=[CH:4][CH:5]=3)=[CH:10][C:11]=2[F:22])=[CH:19][CH:18]=1)[CH3:21]. (2) Given the reactants [Li]C(CC)C.C1CCCCC1.C(=O)=O.CC(C)=O.[CH2:19]([N:21]([CH2:31][CH3:32])[C:22](=[O:30])[C:23]1[CH:28]=[CH:27][CH:26]=[CH:25][C:24]=1[Cl:29])[CH3:20].[CH3:33][Ge:34]([CH3:37])([CH3:36])Cl, predict the reaction product. The product is: [Cl:29][C:24]1[CH:25]=[CH:26][CH:27]=[C:28]([Ge:34]([CH3:37])([CH3:36])[CH3:33])[C:23]=1[C:22]([N:21]([CH2:19][CH3:20])[CH2:31][CH3:32])=[O:30]. (3) Given the reactants [CH:1]1([CH2:4][C:5]([OH:7])=O)[CH2:3][CH2:2]1.[F:8][C:9]1[C:37]([N:38]2[CH2:43][CH2:42][NH:41][CH2:40][CH2:39]2)=[CH:36][C:12]2[N:13]([CH2:24][C:25]3[CH:30]=[CH:29][C:28]([O:31][C:32]([F:35])([F:34])[F:33])=[CH:27][CH:26]=3)[C:14]([CH2:16][O:17][C:18]3[CH:23]=[CH:22][CH:21]=[CH:20][CH:19]=3)=[N:15][C:11]=2[CH:10]=1, predict the reaction product. The product is: [CH:1]1([CH2:4][C:5]([N:41]2[CH2:42][CH2:43][N:38]([C:37]3[C:9]([F:8])=[CH:10][C:11]4[N:15]=[C:14]([CH2:16][O:17][C:18]5[CH:23]=[CH:22][CH:21]=[CH:20][CH:19]=5)[N:13]([CH2:24][C:25]5[CH:26]=[CH:27][C:28]([O:31][C:32]([F:35])([F:34])[F:33])=[CH:29][CH:30]=5)[C:12]=4[CH:36]=3)[CH2:39][CH2:40]2)=[O:7])[CH2:2][CH2:3]1. (4) Given the reactants [OH:1][C:2]1[CH:10]=[CH:9][C:5]([C:6]([NH2:8])=[S:7])=[CH:4][CH:3]=1.Cl[C:12]([O:14][C:15]1[CH:20]=[CH:19][C:18]([N+:21]([O-:23])=[O:22])=[CH:17][CH:16]=1)=[O:13], predict the reaction product. The product is: [C:6]([C:5]1[CH:9]=[CH:10][C:2]([O:1][C:12](=[O:13])[O:14][C:15]2[CH:16]=[CH:17][C:18]([N+:21]([O-:23])=[O:22])=[CH:19][CH:20]=2)=[CH:3][CH:4]=1)(=[S:7])[NH2:8]. (5) Given the reactants Br[C:2]1[CH:3]=[CH:4][C:5]([NH2:8])=[N:6][CH:7]=1.[CH:9]1(B(O)O)[CH2:11][CH2:10]1.[O-]P([O-])([O-])=O.[K+].[K+].[K+], predict the reaction product. The product is: [CH:9]1([C:2]2[CH:3]=[CH:4][C:5]([NH2:8])=[N:6][CH:7]=2)[CH2:11][CH2:10]1. (6) Given the reactants [Na].[F:2][C:3]([F:12])([F:11])[C:4]1[CH:5]=[C:6]([SH:10])[CH:7]=[CH:8][CH:9]=1.Cl[CH2:14][C:15]#[N:16].CCOCC, predict the reaction product. The product is: [F:12][C:3]([F:2])([F:11])[C:4]1[CH:5]=[C:6]([S:10][CH2:14][C:15]#[N:16])[CH:7]=[CH:8][CH:9]=1. (7) Given the reactants O=P(Cl)(Cl)Cl.[CH2:6]([N:8]1[C:20]2[CH:19]=[CH:18][CH:17]=[CH:16][C:15]=2[C:14]2[C:9]1=[CH:10][CH:11]=[CH:12][CH:13]=2)[CH3:7].[C:21]([O-:24])(=O)C.[Na+].CN(C)[CH:28]=[O:29], predict the reaction product. The product is: [CH2:6]([N:8]1[C:20]2[CH:19]=[CH:18][C:17]([CH:28]=[O:29])=[CH:16][C:15]=2[C:14]2[C:9]1=[CH:10][CH:11]=[C:12]([CH:21]=[O:24])[CH:13]=2)[CH3:7].